Dataset: Catalyst prediction with 721,799 reactions and 888 catalyst types from USPTO. Task: Predict which catalyst facilitates the given reaction. (1) Reactant: [C:1]1([OH:7])[CH:6]=[CH:5][CH:4]=[CH:3][CH:2]=1.[C:8]12(O)[CH2:17][CH:12]3[CH2:13][CH:14]([CH2:16][CH:10]([CH2:11]3)[CH2:9]1)[CH2:15]2.S(=O)(=O)(O)O.C(=O)(O)[O-].[Na+]. Product: [C:8]12([C:4]3[CH:5]=[CH:6][C:1]([OH:7])=[CH:2][CH:3]=3)[CH2:17][CH:12]3[CH2:13][CH:14]([CH2:16][CH:10]([CH2:11]3)[CH2:9]1)[CH2:15]2. The catalyst class is: 46. (2) Reactant: [C:1]([O:5][C:6](=[O:26])[C:7]([S:10][C:11]1[S:12][CH:13]=[C:14]([CH2:16][CH2:17][NH:18][C:19]2[CH:24]=[N:23][C:22](Br)=[CH:21][N:20]=2)[N:15]=1)([CH3:9])[CH3:8])([CH3:4])([CH3:3])[CH3:2].[Cl:27][C:28]1[CH:33]=[CH:32][C:31](OB(O)O)=[CH:30][CH:29]=1.C(=O)([O-])[O-].[Na+].[Na+].O. Product: [C:1]([O:5][C:6](=[O:26])[C:7]([S:10][C:11]1[S:12][CH:13]=[C:14]([CH2:16][CH2:17][NH:18][C:19]2[CH:24]=[N:23][C:22]([C:31]3[CH:32]=[CH:33][C:28]([Cl:27])=[CH:29][CH:30]=3)=[CH:21][N:20]=2)[N:15]=1)([CH3:9])[CH3:8])([CH3:4])([CH3:3])[CH3:2]. The catalyst class is: 77. (3) Reactant: [NH2:1][CH:2]([C:9]1[CH:14]=[CH:13][CH:12]=[CH:11][CH:10]=1)[C:3]([N:6]([CH3:8])[CH3:7])([CH3:5])[CH3:4].[CH3:15][O:16][C:17]1[CH:25]=[CH:24][CH:23]=[C:22]([CH3:26])[C:18]=1[C:19](O)=[O:20].C1C=CC2N(O)N=NC=2C=1.C1CCC(N=C=NC2CCCCC2)CC1. Product: [CH3:8][N:6]([CH3:7])[C:3]([CH3:5])([CH3:4])[CH:2]([NH:1][C:19](=[O:20])[C:18]1[C:17]([O:16][CH3:15])=[CH:25][CH:24]=[CH:23][C:22]=1[CH3:26])[C:9]1[CH:10]=[CH:11][CH:12]=[CH:13][CH:14]=1. The catalyst class is: 2. (4) Reactant: [F:1][C:2]1[CH:7]=[CH:6][C:5]([NH:8][C:9]([C:11]2[C:15]([NH2:16])=[CH:14][NH:13][N:12]=2)=[O:10])=[CH:4][CH:3]=1.[C:17]1(=O)[CH2:22][CH2:21][CH2:20][CH2:19][CH2:18]1.C(O[BH-](OC(=O)C)OC(=O)C)(=O)C.[Na+]. Product: [F:1][C:2]1[CH:3]=[CH:4][C:5]([NH:8][C:9]([C:11]2[C:15]([NH:16][CH:17]3[CH2:22][CH2:21][CH2:20][CH2:19][CH2:18]3)=[CH:14][NH:13][N:12]=2)=[O:10])=[CH:6][CH:7]=1. The catalyst class is: 4. (5) Reactant: O=P12OP3(OP(OP(O3)(O1)=O)(=O)O2)=O.P(=O)(O)(O)O.[CH3:20][O:21][C:22]([C:24]1[CH:29]=[CH:28][C:27]([CH2:30][CH2:31][CH2:32][CH2:33][C:34]([OH:36])=O)=[CH:26][CH:25]=1)=[O:23]. Product: [O:36]=[C:34]1[C:28]2[CH:29]=[C:24]([C:22]([O:21][CH3:20])=[O:23])[CH:25]=[CH:26][C:27]=2[CH2:30][CH2:31][CH2:32][CH2:33]1. The catalyst class is: 6. (6) Reactant: C(OC(=O)[NH:7][CH2:8][CH2:9][CH2:10][N:11]([CH:21]([C:25]1[N:26]([CH2:36][C:37]2[CH:42]=[CH:41][CH:40]=[CH:39][CH:38]=2)[C:27](=[O:35])[C:28]2[C:33]([CH3:34])=[N:32][S:31][C:29]=2[N:30]=1)[CH:22]([CH3:24])[CH3:23])[C:12](=[O:20])[C:13]1[CH:18]=[CH:17][C:16]([CH3:19])=[CH:15][CH:14]=1)(C)(C)C. Product: [NH2:7][CH2:8][CH2:9][CH2:10][N:11]([CH:21]([C:25]1[N:26]([CH2:36][C:37]2[CH:38]=[CH:39][CH:40]=[CH:41][CH:42]=2)[C:27](=[O:35])[C:28]2[C:33]([CH3:34])=[N:32][S:31][C:29]=2[N:30]=1)[CH:22]([CH3:23])[CH3:24])[C:12](=[O:20])[C:13]1[CH:18]=[CH:17][C:16]([CH3:19])=[CH:15][CH:14]=1. The catalyst class is: 89. (7) Reactant: [Br-].[Cl:2][C:3]1[C:4]([C:10](=[O:22])[CH2:11][N+:12]23CN4CN(CN(C4)C2)C3)=[N:5][CH:6]=[C:7]([Cl:9])[CH:8]=1. Product: [ClH:2].[NH2:12][CH2:11][C:10]([C:4]1[C:3]([Cl:2])=[CH:8][C:7]([Cl:9])=[CH:6][N:5]=1)=[O:22]. The catalyst class is: 361.